From a dataset of Peptide-MHC class I binding affinity with 185,985 pairs from IEDB/IMGT. Regression. Given a peptide amino acid sequence and an MHC pseudo amino acid sequence, predict their binding affinity value. This is MHC class I binding data. (1) The peptide sequence is EIKPKFCLI. The MHC is HLA-A02:02 with pseudo-sequence HLA-A02:02. The binding affinity (normalized) is 0. (2) The peptide sequence is LGMSLNFPI. The MHC is Mamu-A70103 with pseudo-sequence YYAMYREIMTATYGNTAYFKYEFYTWAAHTYEWY. The binding affinity (normalized) is 0.802. (3) The peptide sequence is EETLLTTWL. The MHC is HLA-B08:01 with pseudo-sequence HLA-B08:01. The binding affinity (normalized) is 0.0847. (4) The peptide sequence is HVTRGAVLMY. The MHC is HLA-A26:01 with pseudo-sequence HLA-A26:01. The binding affinity (normalized) is 0.496.